This data is from Forward reaction prediction with 1.9M reactions from USPTO patents (1976-2016). The task is: Predict the product of the given reaction. (1) Given the reactants [CH:1]1([CH2:7][N:8]2[C:12]([CH2:13][CH2:14][N:15]3[CH2:20][CH2:19][N:18]([C:21]4[CH:26]=[CH:25][CH:24]=[C:23]([N+:27]([O-])=O)[CH:22]=4)[CH2:17][CH2:16]3)=[N:11][N:10]([CH3:30])[C:9]2=[O:31])[CH2:6][CH2:5][CH2:4][CH2:3][CH2:2]1, predict the reaction product. The product is: [NH2:27][C:23]1[CH:22]=[C:21]([N:18]2[CH2:17][CH2:16][N:15]([CH2:14][CH2:13][C:12]3[N:8]([CH2:7][CH:1]4[CH2:6][CH2:5][CH2:4][CH2:3][CH2:2]4)[C:9](=[O:31])[N:10]([CH3:30])[N:11]=3)[CH2:20][CH2:19]2)[CH:26]=[CH:25][CH:24]=1. (2) Given the reactants Cl.C[N:3](C)CCCN=C=NCC.[CH2:13]([N:16]1[C:20]([CH2:21][CH:22]2[CH2:27][CH2:26][O:25][CH2:24][CH2:23]2)=[CH:19][C:18]([C:28]([OH:30])=O)=[N:17]1)[CH2:14][CH3:15].ON1C2C=CC=CC=2N=N1.[OH-].[NH4+], predict the reaction product. The product is: [CH2:13]([N:16]1[C:20]([CH2:21][CH:22]2[CH2:27][CH2:26][O:25][CH2:24][CH2:23]2)=[CH:19][C:18]([C:28]([NH2:3])=[O:30])=[N:17]1)[CH2:14][CH3:15].